This data is from Forward reaction prediction with 1.9M reactions from USPTO patents (1976-2016). The task is: Predict the product of the given reaction. (1) Given the reactants [CH3:1][N:2]([C:6]1[CH:11]=[CH:10][CH:9]=[CH:8][CH:7]=1)[C:3](Cl)=[O:4].[NH2:12][CH2:13][CH2:14][CH2:15][N:16]1[C:24]2[C:23]([CH3:25])=[C:22]([CH3:26])[N:21]=[C:20]([NH2:27])[C:19]=2[N:18]=[C:17]1[CH2:28][O:29][CH2:30][CH3:31], predict the reaction product. The product is: [NH2:27][C:20]1[C:19]2[N:18]=[C:17]([CH2:28][O:29][CH2:30][CH3:31])[N:16]([CH2:15][CH2:14][CH2:13][NH:12][C:3](=[O:4])[N:2]([CH3:1])[C:6]3[CH:11]=[CH:10][CH:9]=[CH:8][CH:7]=3)[C:24]=2[C:23]([CH3:25])=[C:22]([CH3:26])[N:21]=1. (2) The product is: [F:8][C:7]1[C:6]([F:9])=[N:5][CH:4]=[C:3]([C:2]=1[NH:23][C:20]1[CH:21]=[C:22]2[C:17]([CH:16]=[N:15][N:14]2[CH3:13])=[CH:18][CH:19]=1)[C:10]([OH:12])=[O:11]. Given the reactants Cl[C:2]1[C:7]([F:8])=[C:6]([F:9])[N:5]=[CH:4][C:3]=1[C:10]([OH:12])=[O:11].[CH3:13][N:14]1[C:22]2[C:17](=[CH:18][CH:19]=[C:20]([NH2:23])[CH:21]=2)[CH:16]=[N:15]1.C[Si]([N-][Si](C)(C)C)(C)C.[Li+].C1COCC1, predict the reaction product.